This data is from Full USPTO retrosynthesis dataset with 1.9M reactions from patents (1976-2016). The task is: Predict the reactants needed to synthesize the given product. (1) Given the product [Cl:1][C:2]1[CH:3]=[C:4](/[C:9](/[C:31]([F:34])([F:32])[F:33])=[CH:10]/[C:11]([C:14]2[CH:15]=[C:16]3[C:20](=[CH:21][CH:22]=2)[CH:19]([NH:23][C:24](=[O:30])[CH2:25][CH:26]([O:28][CH3:29])[CH3:27])[CH2:18][CH2:17]3)=[N:12][O:13][C:42](=[O:44])[CH3:43])[CH:5]=[C:6]([Cl:8])[CH:7]=1, predict the reactants needed to synthesize it. The reactants are: [Cl:1][C:2]1[CH:3]=[C:4](/[C:9](/[C:31]([F:34])([F:33])[F:32])=[CH:10]/[C:11]([C:14]2[CH:15]=[C:16]3[C:20](=[CH:21][CH:22]=2)[CH:19]([NH:23][C:24](=[O:30])[CH2:25][CH:26]([O:28][CH3:29])[CH3:27])[CH2:18][CH2:17]3)=[N:12][OH:13])[CH:5]=[C:6]([Cl:8])[CH:7]=1.C(N(CC)CC)C.[C:42](Cl)(=[O:44])[CH3:43]. (2) The reactants are: [CH2:1]([N:3]([CH2:16][CH3:17])[C:4]1[CH:13]=[C:12]2[C:7]([CH:8]=[C:9]([NH2:15])[C:10](=[O:14])[O:11]2)=[CH:6][CH:5]=1)[CH3:2].N([O-])=O.[Na+].C([O-])(=O)C.[K+].[N-:27]=[N+:28]=[N-].[Na+]. Given the product [N:15]([C:9]1[C:10](=[O:14])[O:11][C:12]2[C:7]([CH:8]=1)=[CH:6][CH:5]=[C:4]([N:3]([CH2:1][CH3:2])[CH2:16][CH3:17])[CH:13]=2)=[N+:27]=[N-:28], predict the reactants needed to synthesize it. (3) The reactants are: [Cl:1][O-].[Na+].[Br:4][C:5]1[CH:6]=[C:7]([OH:11])[CH:8]=[N:9][CH:10]=1.[OH-].[Na+].C(O)(=O)C. Given the product [Br:4][C:5]1[CH:6]=[C:7]([OH:11])[C:8]([Cl:1])=[N:9][CH:10]=1, predict the reactants needed to synthesize it. (4) Given the product [F:18][C:12]1[CH:11]=[C:10]([C:9]2[NH:8][C:6]([CH3:7])=[N:5][N:2]=2)[CH:15]=[C:14]([I:16])[C:13]=1[CH3:17], predict the reactants needed to synthesize it. The reactants are: O.[NH2:2]N.C[N:5](C)/[C:6](=[N:8]/[C:9](=O)[C:10]1[CH:15]=[C:14]([I:16])[C:13]([CH3:17])=[C:12]([F:18])[CH:11]=1)/[CH3:7]. (5) Given the product [CH3:3][C:2]1([CH3:4])[C@@H:28]([C:27]2[CH:26]=[C:25]([CH3:24])[CH:37]=[CH:36][CH:35]=2)[C@@H:29]1[C:30]([O:32][CH2:33][CH3:34])=[O:31], predict the reactants needed to synthesize it. The reactants are: [I-].[CH:2]([P+](C1C=CC=CC=1)(C1C=CC=CC=1)C1C=CC=CC=1)([CH3:4])[CH3:3].[CH3:24][C:25]1[CH:26]=[C:27]([CH:35]=[CH:36][CH:37]=1)[CH:28]=[CH:29][C:30]([O:32][CH2:33][CH3:34])=[O:31]. (6) Given the product [NH:1]1[C:9]2[C:4](=[CH:5][CH:6]=[CH:7][CH:8]=2)[C:3]([CH2:10][CH2:11][NH:12][C:13]([CH2:15][CH2:16][CH2:17][C:18]([O:20][CH3:21])=[O:19])=[O:14])=[CH:2]1, predict the reactants needed to synthesize it. The reactants are: [NH:1]1[C:9]2[C:4](=[CH:5][CH:6]=[CH:7][CH:8]=2)[C:3]([CH2:10][CH2:11][NH:12][C:13]([CH2:15][CH2:16][CH2:17][C:18]([OH:20])=[O:19])=[O:14])=[CH:2]1.[CH3:21]O. (7) The reactants are: [CH3:1][N:2]([CH3:13])[S:3]([C:6]1[CH:11]=[CH:10][C:9](Br)=[CH:8][CH:7]=1)(=[O:5])=[O:4].C([O-])(=O)C.[K+].[CH3:19][O:20][C:21]1[CH:26]=[CH:25][N:24]=[C:23]([CH2:27][CH2:28][C:29]2[NH:38][C:32]3=[N:33][CH:34]=[C:35](I)[CH:36]=[C:31]3[N:30]=2)[CH:22]=1.C(=O)([O-])[O-].[K+].[K+].[Cl-].[Li+]. Given the product [CH3:19][O:20][C:21]1[CH:26]=[CH:25][N:24]=[C:23]([CH2:27][CH2:28][C:29]2[NH:38][C:32]3=[N:33][CH:34]=[C:35]([C:9]4[CH:10]=[CH:11][C:6]([S:3]([N:2]([CH3:13])[CH3:1])(=[O:5])=[O:4])=[CH:7][CH:8]=4)[CH:36]=[C:31]3[N:30]=2)[CH:22]=1, predict the reactants needed to synthesize it. (8) Given the product [Br:1][C:2]1[CH:3]=[CH:4][C:5]([CH2:8][CH:9]([C:10]([CH:12]2[CH2:17][CH2:16][CH2:15][CH2:14][CH2:13]2)=[O:11])[CH:20]=[O:21])=[CH:6][CH:7]=1, predict the reactants needed to synthesize it. The reactants are: [Br:1][C:2]1[CH:7]=[CH:6][C:5]([CH2:8][CH2:9][C:10]([CH:12]2[CH2:17][CH2:16][CH2:15][CH2:14][CH2:13]2)=[O:11])=[CH:4][CH:3]=1.[H-].[Na+].[CH:20](OCC)=[O:21]. (9) Given the product [CH:1]1([C:4]2[C:5]([N:25]([CH2:30][CH2:31][CH2:32][C:33]([NH:50][NH:49][C:48]([O:52][C:53]([CH3:56])([CH3:55])[CH3:54])=[O:51])=[O:34])[S:26]([CH3:29])(=[O:28])=[O:27])=[CH:6][C:7]3[O:11][C:10]([C:12]4[CH:17]=[CH:16][C:15]([F:18])=[CH:14][CH:13]=4)=[C:9]([C:19]4[NH:20][CH:21]=[CH:22][N:23]=4)[C:8]=3[CH:24]=2)[CH2:3][CH2:2]1, predict the reactants needed to synthesize it. The reactants are: [CH:1]1([C:4]2[C:5]([N:25]([CH2:30][CH2:31][CH2:32][C:33](Cl)=[O:34])[S:26]([CH3:29])(=[O:28])=[O:27])=[CH:6][C:7]3[O:11][C:10]([C:12]4[CH:17]=[CH:16][C:15]([F:18])=[CH:14][CH:13]=4)=[C:9]([C:19]4[NH:20][CH:21]=[CH:22][N:23]=4)[C:8]=3[CH:24]=2)[CH2:3][CH2:2]1.C(Cl)Cl.C(N(C(C)C)CC)(C)C.[C:48]([O:52][C:53]([CH3:56])([CH3:55])[CH3:54])(=[O:51])[NH:49][NH2:50].